From a dataset of Reaction yield outcomes from USPTO patents with 853,638 reactions. Predict the reaction yield, written as a fraction of the theoretical maximum amount of product (1.0 means a 100% yield; for example, 0.34 means a 34% yield). The reactants are [Cl-].[Br:2][C:3]1[CH:4]=[C:5]([CH:8]=[CH:9][C:10]=1[F:11])[NH:6][NH3+:7].CO[CH:14](OC)[CH2:15][C:16](=O)[CH3:17]. The catalyst is C(O)C. The product is [Br:2][C:3]1[CH:4]=[C:5]([N:6]2[CH:14]=[CH:15][C:16]([CH3:17])=[N:7]2)[CH:8]=[CH:9][C:10]=1[F:11]. The yield is 0.208.